Task: Predict the reaction yield, written as a fraction of the theoretical maximum amount of product (1.0 means a 100% yield; for example, 0.34 means a 34% yield).. Dataset: Reaction yield outcomes from USPTO patents with 853,638 reactions (1) The reactants are [N+:1]([C:4]1[CH:8]=[CH:7][NH:6][N:5]=1)([O-:3])=[O:2].[N+:9]([O-])([OH:11])=[O:10].C(OC(=O)C)(=O)C. The catalyst is C(O)(=O)C. The product is [N+:9]([N:6]1[CH:7]=[CH:8][C:4]([N+:1]([O-:3])=[O:2])=[N:5]1)([O-:11])=[O:10]. The yield is 0.970. (2) The reactants are [Br:1][C:2]1[C:7]([CH3:8])=[CH:6][C:5]([NH2:9])=[CH:4][C:3]=1[CH3:10].C([N:19]=[C:20]=[S:21])(=O)C1C=CC=CC=1.[OH-].[Na+]. The catalyst is CC(C)=O. The product is [Br:1][C:2]1[C:7]([CH3:8])=[CH:6][C:5]([NH:9][C:20]([NH2:19])=[S:21])=[CH:4][C:3]=1[CH3:10]. The yield is 0.570. (3) The reactants are N12CCCN=C1CCCCC2.Cl.[NH2:13][CH2:14][C:15]1[CH:23]=[CH:22][CH:21]=[C:20]2[C:16]=1[C:17](=[O:33])[N:18]([CH:25]1[CH2:30][CH2:29][C:28](=[O:31])[NH:27][C:26]1=[O:32])[C:19]2=[O:24].[NH:34]1[C:42]2[C:37](=[CH:38][CH:39]=[CH:40][CH:41]=2)[CH:36]=[C:35]1[C:43](O)=[O:44].Cl.CN(C)CCCN=C=NCC. The catalyst is CN(C=O)C.O. The product is [O:32]=[C:26]1[CH:25]([N:18]2[C:17](=[O:33])[C:16]3[C:20](=[CH:21][CH:22]=[CH:23][C:15]=3[CH2:14][NH:13][C:43]([C:35]3[NH:34][C:42]4[C:37]([CH:36]=3)=[CH:38][CH:39]=[CH:40][CH:41]=4)=[O:44])[C:19]2=[O:24])[CH2:30][CH2:29][C:28](=[O:31])[NH:27]1. The yield is 0.700. (4) The reactants are [CH2:1]([N:8]1[CH2:13][CH2:12][C:11]([C:15]2[CH:20]=[CH:19][C:18]([O:21][CH3:22])=[C:17]([O:23][CH3:24])[CH:16]=2)(O)[CH2:10][CH2:9]1)[C:2]1[CH:7]=[CH:6][CH:5]=[CH:4][CH:3]=1. The yield is 0.900. The product is [CH2:1]([N:8]1[CH2:9][CH:10]=[C:11]([C:15]2[CH:20]=[CH:19][C:18]([O:21][CH3:22])=[C:17]([O:23][CH3:24])[CH:16]=2)[CH2:12][CH2:13]1)[C:2]1[CH:3]=[CH:4][CH:5]=[CH:6][CH:7]=1. The catalyst is C(O)(=O)C. (5) The reactants are C([Sn]([CH2:13][CH2:14][CH2:15][CH3:16])([CH2:13][CH2:14][CH2:15][CH3:16])[CH2:13][CH2:14][CH2:15][CH3:16])C=C.N#N.BrC1[CH:39]=[N:38][C:23]2[N:24]([CH2:36][CH3:37])[C:25]3[N:34]=[C:33]([Cl:35])[CH:32]=[CH:31][C:26]=3[N:27]([CH3:30])[C:28](=[O:29])[C:22]=2[CH:21]=1. The catalyst is CN(C=O)C.C1C=CC([P]([Pd]([P](C2C=CC=CC=2)(C2C=CC=CC=2)C2C=CC=CC=2)([P](C2C=CC=CC=2)(C2C=CC=CC=2)C2C=CC=CC=2)[P](C2C=CC=CC=2)(C2C=CC=CC=2)C2C=CC=CC=2)(C2C=CC=CC=2)C2C=CC=CC=2)=CC=1. The product is [Cl:35][C:33]1[CH:32]=[CH:31][C:26]2[N:27]([CH3:30])[C:28](=[O:29])[C:22]3[CH:21]=[C:13]([CH2:14][CH:15]=[CH2:16])[CH:39]=[N:38][C:23]=3[N:24]([CH2:36][CH3:37])[C:25]=2[N:34]=1. The yield is 0.650. (6) The reactants are [F:1][C:2]1[CH:7]=[CH:6][C:5]([CH2:8][OH:9])=[CH:4][CH:3]=1.N1C=CN=C1.[C:15]([Si:19](Cl)([CH3:21])[CH3:20])([CH3:18])([CH3:17])[CH3:16]. The catalyst is CN(C=O)C. The product is [C:15]([Si:19]([O:9][CH2:8][C:5]1[CH:6]=[CH:7][C:2]([F:1])=[CH:3][CH:4]=1)([CH3:21])[CH3:20])([CH3:18])([CH3:17])[CH3:16]. The yield is 0.990.